Dataset: Catalyst prediction with 721,799 reactions and 888 catalyst types from USPTO. Task: Predict which catalyst facilitates the given reaction. (1) Reactant: [H-].[Na+].[Cl:3][C:4]1[C:5]2[CH:14]=[CH:13][NH:12][C:6]=2[N:7]=[C:8]([S:10][CH3:11])[N:9]=1.[CH2:15](I)[CH3:16]. Product: [Cl:3][C:4]1[C:5]2[CH:14]=[CH:13][N:12]([CH2:15][CH3:16])[C:6]=2[N:7]=[C:8]([S:10][CH3:11])[N:9]=1. The catalyst class is: 9. (2) Reactant: [F:1][C:2]1[CH:9]=[CH:8][C:7]([CH:10]=O)=[CH:6][C:3]=1[C:4]#[N:5].[N:12]1([C:18]([O:20][C:21]([CH3:24])([CH3:23])[CH3:22])=[O:19])[CH2:17][CH2:16][NH:15][CH2:14][CH2:13]1.C(O[BH-](OC(=O)C)OC(=O)C)(=O)C.[Na+].C([O-])(O)=O.[Na+]. The catalyst class is: 2. Product: [C:4]([C:3]1[CH:6]=[C:7]([CH:8]=[CH:9][C:2]=1[F:1])[CH2:10][N:15]1[CH2:14][CH2:13][N:12]([C:18]([O:20][C:21]([CH3:24])([CH3:23])[CH3:22])=[O:19])[CH2:17][CH2:16]1)#[N:5]. (3) Reactant: [CH3:1][C:2]1[C:6]([C:7]2[CH:16]=[C:15]3[C:10]([C:11]([NH:18][CH:19]([C:21]4[CH:22]=[N:23][N:24]([CH3:26])[CH:25]=4)[CH3:20])=[C:12]([NH2:17])[CH:13]=[N:14]3)=[CH:9][C:8]=2[O:27][CH3:28])=[C:5]([CH3:29])[O:4][N:3]=1.[CH2:30]([N:32]=[C:33]=S)[CH3:31]. Product: [CH3:1][C:2]1[C:6]([C:7]2[C:8]([O:27][CH3:28])=[CH:9][C:10]3[C:11]4[N:18]([CH:19]([C:21]5[CH:22]=[N:23][N:24]([CH3:26])[CH:25]=5)[CH3:20])[C:33]([NH:32][CH2:30][CH3:31])=[N:17][C:12]=4[CH:13]=[N:14][C:15]=3[CH:16]=2)=[C:5]([CH3:29])[O:4][N:3]=1. The catalyst class is: 8. (4) Product: [Cl:1][C:2]1[CH:11]=[N:10][C:5]2[S:6][CH2:7][CH2:8][N:9]([C:15]3[C:24]4[C:19](=[CH:20][CH:21]=[CH:22][C:23]=4[F:25])[N:18]=[C:17]([C:26]4[CH:31]=[CH:30][CH:29]=[CH:28][N:27]=4)[C:16]=3[CH3:32])[C:4]=2[CH:3]=1. The catalyst class is: 3. Reactant: [Cl:1][C:2]1[CH:11]=[N:10][C:5]2[S:6][CH2:7][CH2:8][NH:9][C:4]=2[CH:3]=1.[H-].[Na+].Cl[C:15]1[C:24]2[C:19](=[CH:20][CH:21]=[CH:22][C:23]=2[F:25])[N:18]=[C:17]([C:26]2[CH:31]=[CH:30][CH:29]=[CH:28][N:27]=2)[C:16]=1[CH3:32]. (5) Reactant: C([O:3][C:4]([CH:6]1[CH2:11][CH2:10][N:9]([C:12]2[CH:17]=[CH:16][C:15]([O:18][CH3:19])=[CH:14][N:13]=2)[CH2:8][CH2:7]1)=[O:5])C.O[Li].O. Product: [CH3:19][O:18][C:15]1[CH:16]=[CH:17][C:12]([N:9]2[CH2:8][CH2:7][CH:6]([C:4]([OH:5])=[O:3])[CH2:11][CH2:10]2)=[N:13][CH:14]=1. The catalyst class is: 87.